Dataset: Forward reaction prediction with 1.9M reactions from USPTO patents (1976-2016). Task: Predict the product of the given reaction. (1) The product is: [CH3:12][S:13][CH2:2][C:3]1[CH:8]=[CH:7][CH:6]=[C:5]([N+:9]([O-:11])=[O:10])[CH:4]=1. Given the reactants Cl[CH2:2][C:3]1[CH:8]=[CH:7][CH:6]=[C:5]([N+:9]([O-:11])=[O:10])[CH:4]=1.[CH3:12][S-:13].[Na+], predict the reaction product. (2) Given the reactants [N+](C1C=CC(O[C:9]([O:11][C:12]2[CH:13]=[C:14]([CH:19]=[CH:20][CH:21]=2)[C:15]([O:17][CH3:18])=[O:16])=[O:10])=CC=1)([O-])=O.[F:24][C:25]1[CH:26]=[C:27]([CH:31]2[CH:36]([CH2:37][N:38]([C@@H:46]([C:48]3[C:57]4[C:52](=[CH:53][CH:54]=[CH:55][CH:56]=4)[CH:51]=[CH:50][CH:49]=3)[CH3:47])[C:39](=[O:45])[O:40][C:41]([CH3:44])([CH3:43])[CH3:42])[CH2:35][CH2:34][NH:33][CH2:32]2)[CH:28]=[CH:29][CH:30]=1.C1COCC1.C(=O)([O-])O.[Na+], predict the reaction product. The product is: [C:41]([O:40][C:39]([N:38]([CH2:37][CH:36]1[CH2:35][CH2:34][N:33]([C:9]([O:11][C:12]2[CH:21]=[CH:20][CH:19]=[C:14]([C:15]([O:17][CH3:18])=[O:16])[CH:13]=2)=[O:10])[CH2:32][CH:31]1[C:27]1[CH:28]=[CH:29][CH:30]=[C:25]([F:24])[CH:26]=1)[C@@H:46]([C:48]1[C:57]2[C:52](=[CH:53][CH:54]=[CH:55][CH:56]=2)[CH:51]=[CH:50][CH:49]=1)[CH3:47])=[O:45])([CH3:42])([CH3:43])[CH3:44].